This data is from Reaction yield outcomes from USPTO patents with 853,638 reactions. The task is: Predict the reaction yield, written as a fraction of the theoretical maximum amount of product (1.0 means a 100% yield; for example, 0.34 means a 34% yield). (1) The reactants are [F:1][C:2]1[CH:7]=[CH:6][C:5]([C@@H:8]2[CH2:10][C@H:9]2[CH2:11][N:12]([CH3:25])[C:13]2[CH:18]=[CH:17][N:16]=[C:15]([NH:19][NH2:20])[C:14]=2[C:21]([F:24])([F:23])[F:22])=[CH:4][CH:3]=1.C(=O)([O-])[O-].[Na+].[Na+].[F:32][C:33]([F:39])([F:38])[CH2:34][C:35](Cl)=[O:36]. The catalyst is CCOC(C)=O.C1COCC1. The product is [F:32][C:33]([F:39])([F:38])[CH2:34][C:35]([NH:20][NH:19][C:15]1[C:14]([C:21]([F:24])([F:22])[F:23])=[C:13]([N:12]([CH2:11][C@@H:9]2[CH2:10][C@H:8]2[C:5]2[CH:6]=[CH:7][C:2]([F:1])=[CH:3][CH:4]=2)[CH3:25])[CH:18]=[CH:17][N:16]=1)=[O:36]. The yield is 0.667. (2) The reactants are [NH2:1][C:2]1[C:3]2[N:4]([C:8]([C@@H:27]3[CH2:32][CH2:31][CH2:30][CH2:29][NH:28]3)=[N:9][C:10]=2[C:11]2[CH:26]=[CH:25][C:14]([C:15]([NH:17][C:18]3[S:19][C:20]([CH2:23][CH3:24])=[CH:21][N:22]=3)=[O:16])=[CH:13][CH:12]=2)[CH:5]=[CH:6][N:7]=1.[CH3:33][O:34][CH2:35]/[CH:36]=[CH:37]/[C:38](O)=[O:39]. No catalyst specified. The product is [NH2:1][C:2]1[C:3]2[N:4]([C:8]([C@@H:27]3[CH2:32][CH2:31][CH2:30][CH2:29][N:28]3[C:38](=[O:39])/[CH:37]=[CH:36]/[CH2:35][O:34][CH3:33])=[N:9][C:10]=2[C:11]2[CH:26]=[CH:25][C:14]([C:15]([NH:17][C:18]3[S:19][C:20]([CH2:23][CH3:24])=[CH:21][N:22]=3)=[O:16])=[CH:13][CH:12]=2)[CH:5]=[CH:6][N:7]=1. The yield is 0.476.